Dataset: Reaction yield outcomes from USPTO patents with 853,638 reactions. Task: Predict the reaction yield, written as a fraction of the theoretical maximum amount of product (1.0 means a 100% yield; for example, 0.34 means a 34% yield). (1) The reactants are [CH2:1]([N:8]1[C:12]([C:13]2[CH:18]=[CH:17][CH:16]=[CH:15][CH:14]=2)=[CH:11][C:10]([CH:19]=O)=[C:9]1Cl)[C:2]1[CH:7]=[CH:6][CH:5]=[CH:4][CH:3]=1.[C:22]([O:26][CH3:27])(=[O:25])[CH2:23][SH:24].CC(C)([O-])C.[K+]. The catalyst is C1COCC1. The product is [CH2:1]([N:8]1[C:12]([C:13]2[CH:18]=[CH:17][CH:16]=[CH:15][CH:14]=2)=[CH:11][C:10]2[CH:19]=[C:23]([C:22]([O:26][CH3:27])=[O:25])[S:24][C:9]1=2)[C:2]1[CH:3]=[CH:4][CH:5]=[CH:6][CH:7]=1. The yield is 0.380. (2) The reactants are [Cl:1][C:2]1[C:3]([F:32])=[C:4]([NH:8][C:9]2[C:18]3[C:13](=[CH:14][C:15]([O:30][CH3:31])=[C:16]([O:19][C@@H:20]4[CH2:25][CH2:24][N:23]([CH3:26])[C@H:22]([C:27](O)=[O:28])[CH2:21]4)[CH:17]=3)[N:12]=[CH:11][N:10]=2)[CH:5]=[CH:6][CH:7]=1.[CH2:33]([N:35](CC)CC)C.CCN(C(C)C)C(C)C.Cl.CN.CN(C(ON1N=NC2C=CC=NC1=2)=[N+](C)C)C.F[P-](F)(F)(F)(F)F. The catalyst is CN(C=O)C. The product is [Cl:1][C:2]1[C:3]([F:32])=[C:4]([NH:8][C:9]2[C:18]3[C:13](=[CH:14][C:15]([O:30][CH3:31])=[C:16]([O:19][C@@H:20]4[CH2:25][CH2:24][N:23]([CH3:26])[C@H:22]([C:27]([NH:35][CH3:33])=[O:28])[CH2:21]4)[CH:17]=3)[N:12]=[CH:11][N:10]=2)[CH:5]=[CH:6][CH:7]=1. The yield is 0.400. (3) The reactants are [N:1]1[CH:6]=[CH:5][C:4]([CH2:7][C:8](OCC)=[O:9])=[CH:3][CH:2]=1.[H-].[H-].[H-].[H-].[Li+].[Al+3].[OH-].[Na+]. The catalyst is C(OCC)C. The product is [OH:9][CH2:8][CH2:7][C:4]1[CH:5]=[CH:6][N:1]=[CH:2][CH:3]=1. The yield is 0.540. (4) The reactants are Br[C:2]1[CH:3]=[C:4]2[C:8](=[CH:9][CH:10]=1)[N:7]([CH3:11])[N:6]=[CH:5]2.[Cl:12][C:13]1[C:18](B2OC(C)(C)C(C)(C)O2)=[CH:17][CH:16]=[CH:15][N:14]=1.C([O-])([O-])=O.[Na+].[Na+].ClC1C(C2C=C3C(=CC=2)NN=C3)=CC=CN=1. The catalyst is O1CCOCC1.C1C=CC([P]([Pd]([P](C2C=CC=CC=2)(C2C=CC=CC=2)C2C=CC=CC=2)([P](C2C=CC=CC=2)(C2C=CC=CC=2)C2C=CC=CC=2)[P](C2C=CC=CC=2)(C2C=CC=CC=2)C2C=CC=CC=2)(C2C=CC=CC=2)C2C=CC=CC=2)=CC=1. The product is [Cl:12][C:13]1[C:18]([C:2]2[CH:3]=[C:4]3[C:8](=[CH:9][CH:10]=2)[N:7]([CH3:11])[N:6]=[CH:5]3)=[CH:17][CH:16]=[CH:15][N:14]=1. The yield is 0.730. (5) The reactants are ClC(Cl)C(O)=O.N[C:8]1[N:9]([C:28]2[C:37]3[C:32](=[CH:33][CH:34]=[CH:35][CH:36]=3)[C:31]([CH:38]3[CH2:40][CH2:39]3)=[CH:30][CH:29]=2)[C:10]([S:13][CH2:14][C:15]([NH:17][C:18]2[CH:26]=[CH:25][C:21]([C:22]([OH:24])=[O:23])=[CH:20][C:19]=2[Cl:27])=[O:16])=[N:11][N:12]=1.N([O-])=O.[Na+].[Br:45]CBr. The catalyst is [Br-].C([N+](CC)(CC)CC)C1C=CC=CC=1. The product is [Br:45][C:8]1[N:9]([C:28]2[C:37]3[C:32](=[CH:33][CH:34]=[CH:35][CH:36]=3)[C:31]([CH:38]3[CH2:40][CH2:39]3)=[CH:30][CH:29]=2)[C:10]([S:13][CH2:14][C:15]([NH:17][C:18]2[CH:26]=[CH:25][C:21]([C:22]([OH:24])=[O:23])=[CH:20][C:19]=2[Cl:27])=[O:16])=[N:11][N:12]=1. The yield is 0.340.